This data is from Full USPTO retrosynthesis dataset with 1.9M reactions from patents (1976-2016). The task is: Predict the reactants needed to synthesize the given product. Given the product [S:1]1[CH:5]=[C:4]([CH:6]([NH:10][C:11]2[CH:16]=[CH:15][CH:14]=[CH:13][C:12]=2[CH2:17][CH3:18])[C:7]([O:9][C@@H:50]2[CH:51]3[CH2:54][CH2:55][N:48]([CH2:53][CH2:52]3)[CH2:49]2)=[O:8])[C:3]2[CH:19]=[CH:20][CH:21]=[CH:22][C:2]1=2, predict the reactants needed to synthesize it. The reactants are: [S:1]1[CH:5]=[C:4]([CH:6]([NH:10][C:11]2[CH:16]=[CH:15][CH:14]=[CH:13][C:12]=2[CH2:17][CH3:18])[C:7]([OH:9])=[O:8])[C:3]2[CH:19]=[CH:20][CH:21]=[CH:22][C:2]1=2.C1C=CC2N(O)N=NC=2C=1.C1CCC(N=C=NC2CCCCC2)CC1.[N:48]12[CH2:55][CH2:54][CH:51]([CH2:52][CH2:53]1)[C@@H:50](O)[CH2:49]2.